From a dataset of Reaction yield outcomes from USPTO patents with 853,638 reactions. Predict the reaction yield, written as a fraction of the theoretical maximum amount of product (1.0 means a 100% yield; for example, 0.34 means a 34% yield). The reactants are [Br:1][C:2]1[CH:3]=[CH:4][C:5]2[N:6]([C:8]([C:12](=[S:14])[NH2:13])=[C:9]([CH3:11])[N:10]=2)[CH:7]=1.Cl[CH:16]([C:22](=O)[C:23]1[CH:28]=[CH:27][CH:26]=[CH:25][CH:24]=1)[C:17]([O:19][CH2:20][CH3:21])=[O:18]. The catalyst is CN(C=O)C. The product is [Br:1][C:2]1[CH:3]=[CH:4][C:5]2[N:6]([C:8]([C:12]3[S:14][C:16]([C:17]([O:19][CH2:20][CH3:21])=[O:18])=[C:22]([C:23]4[CH:28]=[CH:27][CH:26]=[CH:25][CH:24]=4)[N:13]=3)=[C:9]([CH3:11])[N:10]=2)[CH:7]=1. The yield is 0.660.